This data is from Catalyst prediction with 721,799 reactions and 888 catalyst types from USPTO. The task is: Predict which catalyst facilitates the given reaction. (1) Reactant: [NH2:1][C:2]1[CH:3]=[N:4][CH:5]=[CH:6][CH:7]=1.C(N(CC)CC)C.[F:15][C:16]1[CH:17]=[N:18][C:19]([O:25][C:26]2[CH:31]=[CH:30][CH:29]=[C:28]([S:32][CH3:33])[CH:27]=2)=[C:20]([CH:24]=1)[C:21](O)=[O:22].Cl.CN(C)CCCN=C=NCC.ON1C2C=CC=CC=2N=N1. Product: [F:15][C:16]1[CH:17]=[N:18][C:19]([O:25][C:26]2[CH:31]=[CH:30][CH:29]=[C:28]([S:32][CH3:33])[CH:27]=2)=[C:20]([CH:24]=1)[C:21]([NH:1][C:2]1[CH:3]=[N:4][CH:5]=[CH:6][CH:7]=1)=[O:22]. The catalyst class is: 9. (2) Reactant: [C:1]1([C:7]#[C:8][CH:9]([OH:11])[CH3:10])[CH:6]=[CH:5][CH:4]=[CH:3][CH:2]=1.[C:12]1([SH:18])[CH:17]=[CH:16][CH:15]=[CH:14][CH:13]=1. Product: [C:1]1([CH2:7][CH:8]([S:18][C:12]2[CH:17]=[CH:16][CH:15]=[CH:14][CH:13]=2)[C:9](=[O:11])[CH3:10])[CH:6]=[CH:5][CH:4]=[CH:3][CH:2]=1. The catalyst class is: 26. (3) The catalyst class is: 3. Reactant: [Br:1][C:2]1[C:3](Cl)=[C:4]2[C:10]([C:11]3[CH:16]=[CH:15][CH:14]=[CH:13][C:12]=3[CH2:17][CH2:18][OH:19])=[CH:9][N:8](COCC[Si](C)(C)C)[C:5]2=[N:6][CH:7]=1.[H-].[Na+]. Product: [Br:1][C:2]1[CH:7]=[N:6][C:5]2[NH:8][CH:9]=[C:10]3[C:11]4[CH:16]=[CH:15][CH:14]=[CH:13][CH2:12][CH2:17][C:18]=4[O:19][C:3]=1[C:4]=23. (4) Reactant: FC(F)(F)C(O)=O.C(OC([N:15]1[CH2:20][CH2:19][N:18]([C:21]([CH2:30][NH:31][S:32]([C:35]2[CH:40]=[CH:39][C:38]([O:41][CH2:42][C:43]#[C:44][CH3:45])=[CH:37][CH:36]=2)(=[O:34])=[O:33])([C:26]([O:28][CH3:29])=[O:27])[C:22]([O:24][CH3:25])=[O:23])[CH2:17][CH2:16]1)=O)(C)(C)C.C(=O)([O-])O.[Na+]. Product: [CH2:42]([O:41][C:38]1[CH:39]=[CH:40][C:35]([S:32]([NH:31][CH2:30][C:21]([N:18]2[CH2:17][CH2:16][NH:15][CH2:20][CH2:19]2)([C:22]([O:24][CH3:25])=[O:23])[C:26]([O:28][CH3:29])=[O:27])(=[O:34])=[O:33])=[CH:36][CH:37]=1)[C:43]#[C:44][CH3:45]. The catalyst class is: 4. (5) Reactant: C[O:2][C:3]1[C:12]2[C:7](=[CH:8][CH:9]=[CH:10][CH:11]=2)[C:6]([N+:13]([O-:15])=[O:14])=[CH:5][CH:4]=1.[Na+].[I-]. Product: [N+:13]([C:6]1[C:7]2[C:12](=[CH:11][CH:10]=[CH:9][CH:8]=2)[C:3]([OH:2])=[CH:4][CH:5]=1)([O-:15])=[O:14]. The catalyst class is: 18. (6) Reactant: [C:1]([C:4]1[CH:12]=[CH:11][C:7]([C:8]([OH:10])=[O:9])=[CH:6][C:5]=1[Cl:13])(=[O:3])[CH3:2].[C:14](=O)([O-])[O-].[K+].[K+].IC.O. Product: [C:1]([C:4]1[CH:12]=[CH:11][C:7]([C:8]([O:10][CH3:14])=[O:9])=[CH:6][C:5]=1[Cl:13])(=[O:3])[CH3:2]. The catalyst class is: 9.